This data is from Reaction yield outcomes from USPTO patents with 853,638 reactions. The task is: Predict the reaction yield, written as a fraction of the theoretical maximum amount of product (1.0 means a 100% yield; for example, 0.34 means a 34% yield). (1) The catalyst is N1C=CC=CC=1. The reactants are [CH3:1][N:2]([CH:10]1[CH2:15][CH2:14][N:13]([CH3:16])[CH2:12][CH2:11]1)[C:3]1[CH:8]=[CH:7][CH:6]=[C:5]([NH2:9])[N:4]=1.[O:17]1[CH:21]=[CH:20][CH:19]=[C:18]1[C:22]([Cl:24])=[O:23]. The product is [ClH:24].[CH3:1][N:2]([CH:10]1[CH2:15][CH2:14][N:13]([CH3:16])[CH2:12][CH2:11]1)[C:3]1[N:4]=[C:5]([NH:9][C:22]([C:18]2[O:17][CH:21]=[CH:20][CH:19]=2)=[O:23])[CH:6]=[CH:7][CH:8]=1. The yield is 0.870. (2) The reactants are [F:1][C:2]1[CH:3]=[C:4]([CH:9]2[CH2:14][CH2:13][N:12]([C:15]([C:17]3[CH:18]=[N:19][C:20]4[N:21]([N:32]=[CH:33][C:34]=4[C:35](O)=[O:36])[C:22]=3[NH:23][C:24]3[CH:29]=[C:28]([CH3:30])[CH:27]=[CH:26][C:25]=3[F:31])=[O:16])[CH2:11][CH2:10]2)[CH:5]=[CH:6][C:7]=1[F:8].[CH2:38]([S:40]([NH2:43])(=[O:42])=[O:41])[CH3:39]. No catalyst specified. The product is [F:1][C:2]1[CH:3]=[C:4]([CH:9]2[CH2:14][CH2:13][N:12]([C:15]([C:17]3[CH:18]=[N:19][C:20]4[N:21]([N:32]=[CH:33][C:34]=4[C:35]([NH:43][S:40]([CH2:38][CH3:39])(=[O:42])=[O:41])=[O:36])[C:22]=3[NH:23][C:24]3[CH:29]=[C:28]([CH3:30])[CH:27]=[CH:26][C:25]=3[F:31])=[O:16])[CH2:11][CH2:10]2)[CH:5]=[CH:6][C:7]=1[F:8]. The yield is 0.590. (3) The reactants are [CH3:1][O:2][C:3]([C:5]1[CH:6]=[C:7]([CH:20]2[CH2:23][N:22](C(OC(C)(C)C)=O)[CH2:21]2)[CH:8]=[C:9]([N:12]([CH3:19])[CH:13]2[CH2:18][CH2:17][O:16][CH2:15][CH2:14]2)[C:10]=1[CH3:11])=[O:4].C(O)(C(F)(F)F)=O. The catalyst is C(Cl)Cl. The product is [NH:22]1[CH2:21][CH:20]([C:7]2[CH:8]=[C:9]([N:12]([CH3:19])[CH:13]3[CH2:18][CH2:17][O:16][CH2:15][CH2:14]3)[C:10]([CH3:11])=[C:5]([CH:6]=2)[C:3]([O:2][CH3:1])=[O:4])[CH2:23]1. The yield is 0.950.